This data is from Catalyst prediction with 721,799 reactions and 888 catalyst types from USPTO. The task is: Predict which catalyst facilitates the given reaction. Reactant: [CH3:1][C:2]1[C:9]([CH3:10])=[CH:8][CH:7]=[CH:6][C:3]=1[CH2:4][NH2:5].[Cl:11][CH2:12][CH2:13][N:14]=[C:15]=[S:16]. Product: [ClH:11].[CH3:1][C:2]1[C:9]([CH3:10])=[CH:8][CH:7]=[CH:6][C:3]=1[CH2:4][NH:5][C:15]1[S:16][CH2:12][CH2:13][N:14]=1. The catalyst class is: 12.